Dataset: Reaction yield outcomes from USPTO patents with 853,638 reactions. Task: Predict the reaction yield, written as a fraction of the theoretical maximum amount of product (1.0 means a 100% yield; for example, 0.34 means a 34% yield). (1) The reactants are [NH2:1][C:2]1[C:7]([C:8]#[N:9])=[C:6]([F:10])[C:5]([C:11]([F:14])([F:13])[F:12])=[CH:4][CH:3]=1.C([O-])([O-])=O.[Na+].[Na+].Cl[C:22]([O:24][CH2:25][CH3:26])=[O:23]. No catalyst specified. The product is [C:8]([C:7]1[C:6]([F:10])=[C:5]([C:11]([F:14])([F:12])[F:13])[CH:4]=[CH:3][C:2]=1[NH:1][C:22](=[O:23])[O:24][CH2:25][CH3:26])#[N:9]. The yield is 0.520. (2) The reactants are [C:1](#[N:10])[C:2]1[C:3](=[CH:6][CH:7]=[CH:8][CH:9]=1)[C:4]#[N:5].[NH2:11][OH:12].CC[OH:15]. No catalyst specified. The product is [C:1]1(=[N:10][OH:15])[C:2]2[C:3](=[CH:6][CH:7]=[CH:8][CH:9]=2)[C:4](=[N:11][OH:12])[NH:5]1. The yield is 0.854. (3) No catalyst specified. The product is [C:31]([C:11]1[CH:12]=[C:13]([NH:14][C:15]([NH:17][C:18]2[CH:23]=[CH:22][C:21]([O:24][C:25]3[CH:26]=[CH:27][N:28]=[CH:29][CH:30]=3)=[CH:20][CH:19]=2)=[O:16])[N:9]([C:6]2[CH:7]=[CH:8][C:3]([CH2:2][NH:1][C:47](=[O:54])[CH2:46][O:45][CH3:44])=[CH:4][CH:5]=2)[N:10]=1)([CH3:34])([CH3:33])[CH3:32]. The reactants are [NH2:1][CH2:2][C:3]1[CH:8]=[CH:7][C:6]([N:9]2[C:13]([NH:14][C:15]([NH:17][C:18]3[CH:23]=[CH:22][C:21]([O:24][C:25]4[CH:30]=[CH:29][N:28]=[CH:27][CH:26]=4)=[CH:20][CH:19]=3)=[O:16])=[CH:12][C:11]([C:31]([CH3:34])([CH3:33])[CH3:32])=[N:10]2)=[CH:5][CH:4]=1.C(N(CC)C(C)C)(C)C.[CH3:44][O:45][CH2:46][CH2:47]C(Cl)=O.C1C[O:54]CC1. The yield is 0.520. (4) The reactants are [C:1]([N:5]1[C:9]2[N:10]=[CH:11][N:12]=[CH:13][C:8]=2[C:7]([C:14]([C:16]2[CH:17]=[C:18]([NH:22][C:23](=[O:32])[CH2:24][C:25]3[CH:30]=[CH:29][C:28]([F:31])=[CH:27][CH:26]=3)[CH:19]=[N:20][CH:21]=2)=[O:15])=[CH:6]1)([CH3:4])([CH3:3])[CH3:2].[H-].[Na+].[CH3:35]I.[Cl-].[NH4+]. The catalyst is C1COCC1. The product is [C:1]([N:5]1[C:9]2[N:10]=[CH:11][N:12]=[CH:13][C:8]=2[C:7]([C:14]([C:16]2[CH:17]=[C:18]([N:22]([CH3:35])[C:23](=[O:32])[CH2:24][C:25]3[CH:30]=[CH:29][C:28]([F:31])=[CH:27][CH:26]=3)[CH:19]=[N:20][CH:21]=2)=[O:15])=[CH:6]1)([CH3:4])([CH3:2])[CH3:3]. The yield is 0.460. (5) The reactants are [F:1][C:2]1[CH:7]=[CH:6][CH:5]=[C:4]([F:8])[C:3]=1[C:9]1[C:10]([C:18]2[CH:23]=[CH:22][C:21]([OH:24])=[CH:20][CH:19]=2)=[N:11][N:12]([CH3:17])[C:13]=1[CH:14]=[N:15][OH:16].O.[NH2:26]O.CCOC(C)=O. The catalyst is C(OC(=O)C)(=O)C. The product is [F:8][C:4]1[CH:5]=[CH:6][CH:7]=[C:2]([F:1])[C:3]=1[C:9]1[C:10]([C:18]2[CH:19]=[CH:20][C:21]([OH:24])=[CH:22][CH:23]=2)=[N:11][N:12]([CH3:17])[C:13]=1/[C:14](=[N:15]/[OH:16])/[NH2:26]. The yield is 0.180. (6) The reactants are [OH-].[Na+].[CH3:3][N:4]([CH3:10])[C:5]([CH3:9])([CH3:8])[CH2:6][OH:7].Cl.[CH3:12][N:13]([CH3:17])[CH2:14][CH2:15]Cl. The catalyst is C1(C)C=CC=CC=1. The product is [CH3:12][N:13]([CH3:17])[CH2:14][CH2:15][O:7][CH2:6][C:5]([CH3:9])([N:4]([CH3:10])[CH3:3])[CH3:8]. The yield is 0.270. (7) The reactants are C([O:8][C:9]1[CH:14]=[C:13]([N:15]2[CH2:20][CH2:19][N:18](CC3C=CC=CC=3)[CH2:17][CH2:16]2)[C:12]([O:28][CH3:29])=[CH:11][C:10]=1[C:30]([OH:33])([CH3:32])[CH3:31])C1C=CC=CC=1. The catalyst is CCO. The product is [OH:33][C:30]([C:10]1[CH:11]=[C:12]([O:28][CH3:29])[C:13]([N:15]2[CH2:16][CH2:17][NH:18][CH2:19][CH2:20]2)=[CH:14][C:9]=1[OH:8])([CH3:31])[CH3:32]. The yield is 0.920. (8) The reactants are [CH3:1][N:2]1[C:10]2[CH:9]=[C:8]([N:11]3[CH:16]=[CH:15][C:14]([C:17]4[CH:22]=[CH:21][C:20]([C:23]([F:26])([F:25])[F:24])=[CH:19][N:18]=4)=[CH:13][C:12]3=[O:27])[CH:7]=[CH:6][C:5]=2[C:4]2[CH2:28][NH:29][CH2:30][CH2:31][C:3]1=2.[C:32]1(N)C(F)=C(F)C(F)=C(N)C=1F.[ClH:44].Cl. No catalyst specified. The product is [ClH:44].[ClH:44].[CH3:32][N:29]1[CH2:30][CH2:31][C:3]2[N:2]([CH3:1])[C:10]3[CH:9]=[C:8]([N:11]4[CH:16]=[CH:15][C:14]([C:17]5[CH:22]=[CH:21][C:20]([C:23]([F:24])([F:25])[F:26])=[CH:19][N:18]=5)=[CH:13][C:12]4=[O:27])[CH:7]=[CH:6][C:5]=3[C:4]=2[CH2:28]1. The yield is 0.480.